Dataset: Reaction yield outcomes from USPTO patents with 853,638 reactions. Task: Predict the reaction yield, written as a fraction of the theoretical maximum amount of product (1.0 means a 100% yield; for example, 0.34 means a 34% yield). (1) The reactants are [N:1]#[C:2]Br.[CH3:4][N:5]1[C:9]([CH2:10][N:11]2[CH2:15][CH:14]([CH2:16][CH2:17][CH3:18])[CH2:13][C:12]2=[O:19])=[CH:8][N:7]=[CH:6]1. The catalyst is CN(C1C=CN=CC=1)C.CN(C=O)C. The product is [CH3:4][N:5]1[C:9]([CH2:10][N:11]2[CH2:15][CH:14]([CH2:16][CH2:17][CH3:18])[CH2:13][C:12]2=[O:19])=[CH:8][N:7]=[C:6]1[C:2]#[N:1]. The yield is 0.330. (2) The reactants are [Cl:1][C:2]1[CH:3]=[C:4]([NH:13][CH:14]2[CH2:19][CH2:18][CH2:17][CH2:16][CH2:15]2)[C:5]([CH3:12])=[C:6]([CH:11]=1)[C:7]([O:9][CH3:10])=[O:8].C(=O)([O-])[O-].[Cs+].[Cs+].[CH2:26](I)[CH3:27]. The catalyst is CN(C=O)C. The product is [Cl:1][C:2]1[CH:3]=[C:4]([N:13]([CH:14]2[CH2:19][CH2:18][CH2:17][CH2:16][CH2:15]2)[CH2:26][CH3:27])[C:5]([CH3:12])=[C:6]([CH:11]=1)[C:7]([O:9][CH3:10])=[O:8]. The yield is 0.227. (3) The reactants are [F:1][C:2]([F:15])([F:14])[S:3](O[S:3]([C:2]([F:15])([F:14])[F:1])(=[O:5])=[O:4])(=[O:5])=[O:4].[CH3:16][O:17][C:18]1[CH:23]=[CH:22][CH:21]=[C:20]([NH2:24])[CH:19]=1.C(N(CC)CC)C.[OH-].[Na+]. The catalyst is C(Cl)Cl.CO. The product is [F:1][C:2]([F:15])([F:14])[S:3]([NH:24][C:20]1[CH:21]=[CH:22][CH:23]=[C:18]([O:17][CH3:16])[CH:19]=1)(=[O:5])=[O:4]. The yield is 0.770. (4) The catalyst is C1(C)C=CC=CC=1.[Pd].C1(P(C2C=CC=CC=2)C2C=CC=CC=2)C=CC=CC=1.C1(P(C2C=CC=CC=2)C2C=CC=CC=2)C=CC=CC=1.C1(P(C2C=CC=CC=2)C2C=CC=CC=2)C=CC=CC=1.C1(P(C2C=CC=CC=2)C2C=CC=CC=2)C=CC=CC=1. The product is [CH2:1]([O:3][C:4]([C:5]1[CH:10]=[CH:9][C:8]([C:18]2[CH:17]=[CH:16][CH:15]=[C:14]([CH3:13])[CH:19]=2)=[CH:7][CH:6]=1)=[O:12])[CH3:2]. The yield is 0.873. The reactants are [CH2:1]([O:3][C:4](=[O:12])[C:5]1[CH:10]=[CH:9][C:8](Br)=[CH:7][CH:6]=1)[CH3:2].[CH3:13][C:14]1[CH:15]=[C:16](B(O)O)[CH:17]=[CH:18][CH:19]=1.C(=O)([O-])[O-].[Na+].[Na+]. (5) The reactants are C[O:2][C:3]1[CH:12]=[CH:11][C:10]2[C:5](=[CH:6][CH:7]=[CH:8][CH:9]=2)[C:4]=1[C:13]1[CH:18]=[CH:17][CH:16]=[CH:15][CH:14]=1.B(Br)(Br)Br.C(OCC)C. The catalyst is C(Cl)Cl. The product is [C:13]1([C:4]2[C:5]3[C:10](=[CH:9][CH:8]=[CH:7][CH:6]=3)[CH:11]=[CH:12][C:3]=2[OH:2])[CH:14]=[CH:15][CH:16]=[CH:17][CH:18]=1. The yield is 0.818. (6) The reactants are [CH3:1][S:2]([C:5]1[N:10]=[CH:9][C:8]([O:11][C:12]2[CH:13]=[C:14]3[C:18](=[C:19]([O:21][CH:22]4[CH2:27][CH2:26][O:25][CH2:24][CH2:23]4)[CH:20]=2)[NH:17][C:16]([C:28]([NH2:30])=O)=[CH:15]3)=[CH:7][CH:6]=1)(=[O:4])=[O:3].COC1C=CC(P2(SP(C3C=CC(OC)=CC=3)(=S)S2)=[S:40])=CC=1.C(OCC)(=O)C.CCCCCC. The catalyst is O1CCCC1. The product is [CH3:1][S:2]([C:5]1[N:10]=[CH:9][C:8]([O:11][C:12]2[CH:13]=[C:14]3[C:18](=[C:19]([O:21][CH:22]4[CH2:27][CH2:26][O:25][CH2:24][CH2:23]4)[CH:20]=2)[NH:17][C:16]([C:28](=[S:40])[NH2:30])=[CH:15]3)=[CH:7][CH:6]=1)(=[O:4])=[O:3]. The yield is 1.00.